This data is from Full USPTO retrosynthesis dataset with 1.9M reactions from patents (1976-2016). The task is: Predict the reactants needed to synthesize the given product. (1) Given the product [CH3:19][C:17]1[N:18]=[C:14]([C:6]2[CH:7]=[CH:8][C:3]([O:2][CH3:1])=[C:4]([CH3:12])[CH:5]=2)[S:15][CH:16]=1, predict the reactants needed to synthesize it. The reactants are: [CH3:1][O:2][C:3]1[CH:8]=[CH:7][C:6](B(O)O)=[CH:5][C:4]=1[CH3:12].Br[C:14]1[S:15][CH:16]=[C:17]([CH3:19])[N:18]=1.C(=O)([O-])[O-].[Na+].[Na+].O1CCOCC1. (2) Given the product [CH3:34][O:35][C@@H:36]1[C@H:41]([O:42][CH3:43])[C@@H:40]([O:44][CH3:45])[C@H:39]([CH3:46])[O:38][C@H:37]1[O:47][C:48](=[O:49])[NH:21][C:18]1[CH:19]=[CH:20][C:15]([C:13]2[CH:12]=[CH:11][N:10]=[C:9]([C:6]3[CH:5]=[CH:4][C:3]([C:2]([F:1])([F:22])[F:23])=[CH:8][CH:7]=3)[N:14]=2)=[CH:16][CH:17]=1, predict the reactants needed to synthesize it. The reactants are: [F:1][C:2]([F:23])([F:22])[C:3]1[CH:8]=[CH:7][C:6]([C:9]2[N:14]=[C:13]([C:15]3[CH:20]=[CH:19][C:18]([NH2:21])=[CH:17][CH:16]=3)[CH:12]=[CH:11][N:10]=2)=[CH:5][CH:4]=1.C[Si](C)(C)[N-][Si](C)(C)C.[K+].[CH3:34][O:35][CH:36]1[CH:41]([O:42][CH3:43])[CH:40]([O:44][CH3:45])[CH:39]([CH3:46])[O:38][CH:37]1[O:47][C:48](=O)[O:49]C1C=CC([N+]([O-])=O)=CC=1.C(=O)(O)[O-].[Na+]. (3) Given the product [C:7](/[CH:9]=[CH:18]/[C:20]1([C:23]#[N:24])[CH2:22][CH2:21]1)#[N:8], predict the reactants needed to synthesize it. The reactants are: CC(C)([O-])C.[K+].[C:7]([CH2:9]P(=O)(OCC)OCC)#[N:8].[CH:18]([C:20]1([C:23]#[N:24])[CH2:22][CH2:21]1)=O. (4) Given the product [Cl:46][C:47]1[N:56]=[CH:55][C:54]2[C:49](=[C:50]([O:36][CH:37]3[CH2:42][CH2:41][N:40]([CH:43]([CH3:45])[CH3:44])[CH2:39][CH2:38]3)[CH:51]=[CH:52][CH:53]=2)[N:48]=1, predict the reactants needed to synthesize it. The reactants are: C1(P(C2C=CC=CC=2)C2C=CC=CC=2)C=CC=CC=1.CC(OC(/N=N/C(OC(C)(C)C)=O)=O)(C)C.[OH:36][CH:37]1[CH2:42][CH2:41][N:40]([CH:43]([CH3:45])[CH3:44])[CH2:39][CH2:38]1.[Cl:46][C:47]1[N:56]=[CH:55][C:54]2[C:49](=[C:50](O)[CH:51]=[CH:52][CH:53]=2)[N:48]=1. (5) Given the product [CH3:8][C:6]1[CH:5]=[C:4]([C:9]2[C:13]([CH3:14])=[C:12]([OH:16])[N:11]([CH3:17])[N:10]=2)[CH:3]=[C:2]([CH3:1])[CH:7]=1, predict the reactants needed to synthesize it. The reactants are: [CH3:1][C:2]1[CH:3]=[C:4]([C:9]2[C:13]([CH:14]=O)=[C:12]([OH:16])[N:11]([CH3:17])[N:10]=2)[CH:5]=[C:6]([CH3:8])[CH:7]=1.C(=O)(O)[O-].[Na+]. (6) Given the product [CH:38]([O:37][C:35]([NH:1][C:2]1[CH:7]=[CH:6][C:5]([C:8]2[CH:9]=[CH:10][C:11]([S:14]([N:17]3[CH:21]([C:22]([OH:24])=[O:23])[CH2:20][CH:19]4[CH2:25][CH2:26][CH2:27][CH:18]34)(=[O:16])=[O:15])=[CH:12][CH:13]=2)=[CH:4][CH:3]=1)=[O:36])([CH3:40])[CH3:39], predict the reactants needed to synthesize it. The reactants are: [NH2:1][C:2]1[CH:7]=[CH:6][C:5]([C:8]2[CH:13]=[CH:12][C:11]([S:14]([N:17]3[CH:21]([C:22]([OH:24])=[O:23])[CH2:20][CH:19]4[CH2:25][CH2:26][CH2:27][CH:18]34)(=[O:16])=[O:15])=[CH:10][CH:9]=2)=[CH:4][CH:3]=1.N1C=CC=CC=1.Cl[C:35]([O:37][CH:38]([CH3:40])[CH3:39])=[O:36]. (7) The reactants are: [Cl:1][C:2]1[CH:16]=[CH:15][C:5]([CH2:6][O:7][C:8]2[CH:13]=[CH:12][NH:11][C:10](=[O:14])[CH:9]=2)=[CH:4][CH:3]=1.Br[C:18]1[CH:19]=[CH:20][C:21]2[C:22]3[CH2:32][CH2:31][N:30](C(OC(C)(C)C)=O)[CH2:29][CH2:28][C:23]=3[N:24]([CH3:27])[C:25]=2[CH:26]=1.OC1C=CC=C2C=1N=CC=C2.C([O-])([O-])=O.[Cs+].[Cs+]. Given the product [ClH:1].[Cl:1][C:2]1[CH:16]=[CH:15][C:5]([CH2:6][O:7][C:8]2[CH:13]=[CH:12][N:11]([C:18]3[CH:19]=[CH:20][C:21]4[C:22]5[CH2:32][CH2:31][NH:30][CH2:29][CH2:28][C:23]=5[N:24]([CH3:27])[C:25]=4[CH:26]=3)[C:10](=[O:14])[CH:9]=2)=[CH:4][CH:3]=1, predict the reactants needed to synthesize it. (8) The reactants are: Br[C:2]1[S:3][CH:4]=[CH:5][N:6]=1.[Br:7][C:8]1[CH:19]=[CH:18][C:11]([C:12](N(OC)C)=[O:13])=[CH:10][CH:9]=1. Given the product [Br:7][C:8]1[CH:19]=[CH:18][C:11]([C:12]([C:2]2[S:3][CH:4]=[CH:5][N:6]=2)=[O:13])=[CH:10][CH:9]=1, predict the reactants needed to synthesize it. (9) Given the product [F:41][C:38]([F:39])([F:40])[C:34]1[CH:33]=[C:32]2[C:37]([C:28]([S:27][CH2:26][C:25]3[CH:42]=[CH:43][CH:44]=[CH:45][C:24]=3[CH2:23][O:1][C:2]3[C:3](=[O:15])[CH:4]=[C:5]([CH2:8][N:9]4[CH2:14][CH2:13][O:12][CH2:11][CH2:10]4)[O:6][CH:7]=3)=[CH:29][CH:30]=[N:31]2)=[CH:36][CH:35]=1, predict the reactants needed to synthesize it. The reactants are: [OH:1][C:2]1[C:3](=[O:15])[CH:4]=[C:5]([CH2:8][N:9]2[CH2:14][CH2:13][O:12][CH2:11][CH2:10]2)[O:6][CH:7]=1.C([O-])([O-])=O.[Cs+].[Cs+].Br[CH2:23][C:24]1[CH:45]=[CH:44][CH:43]=[CH:42][C:25]=1[CH2:26][S:27][C:28]1[C:37]2[C:32](=[CH:33][C:34]([C:38]([F:41])([F:40])[F:39])=[CH:35][CH:36]=2)[N:31]=[CH:30][CH:29]=1.O. (10) Given the product [CH2:1]([O:3][C:4]1[CH:9]=[CH:8][C:7]([C:10]2[O:14][N:13]=[C:12]([C:15]3[CH:23]=[CH:22][CH:21]=[C:20]4[C:16]=3[CH2:17][CH2:18][NH:19]4)[N:11]=2)=[CH:6][C:5]=1[O:24][CH3:25])[CH3:2], predict the reactants needed to synthesize it. The reactants are: [CH2:1]([O:3][C:4]1[CH:9]=[CH:8][C:7]([C:10]2[O:14][N:13]=[C:12]([C:15]3[CH:23]=[CH:22][CH:21]=[C:20]4[C:16]=3[CH:17]=[CH:18][NH:19]4)[N:11]=2)=[CH:6][C:5]=1[O:24][CH3:25])[CH3:2].C(OC1C=C(C2ON=C(C3C=CC=C4C=3C=CN4)N=2)C=CC=1OCC)C.